From a dataset of Reaction yield outcomes from USPTO patents with 853,638 reactions. Predict the reaction yield, written as a fraction of the theoretical maximum amount of product (1.0 means a 100% yield; for example, 0.34 means a 34% yield). (1) The reactants are [N+:1]([C:4]1[CH:5]=[C:6]([C:10]2[CH2:11][CH2:12][N:13]([CH2:16][CH2:17][CH2:18][NH:19]C(=O)OC(C)(C)C)[CH2:14][CH:15]=2)[CH:7]=[CH:8][CH:9]=1)([O-:3])=[O:2].Cl. The catalyst is O1CCOCC1. The product is [N+:1]([C:4]1[CH:5]=[C:6]([C:10]2[CH2:15][CH2:14][N:13]([CH2:16][CH2:17][CH2:18][NH2:19])[CH2:12][CH:11]=2)[CH:7]=[CH:8][CH:9]=1)([O-:3])=[O:2]. The yield is 0.970. (2) The reactants are C(O[CH:6](N(C)C)[N:7]([CH3:9])[CH3:8])(C)(C)C.[Cl:13][C:14]1[CH:19]=[CH:18][C:17]([N:20]2[C:29](=[O:30])[C:28]3[C:23](=[CH:24][CH:25]=[CH:26][CH:27]=3)[N:22]=[C:21]2[C:31]2[CH:36]=[CH:35][C:34]([CH3:37])=[C:33]([N+:38]([O-:40])=[O:39])[CH:32]=2)=[CH:16][CH:15]=1. The catalyst is CN(C=O)C. The product is [Cl:13][C:14]1[CH:19]=[CH:18][C:17]([N:20]2[C:29](=[O:30])[C:28]3[C:23](=[CH:24][CH:25]=[CH:26][CH:27]=3)[N:22]=[C:21]2[C:31]2[CH:36]=[CH:35][C:34](/[CH:37]=[CH:6]/[N:7]([CH3:9])[CH3:8])=[C:33]([N+:38]([O-:40])=[O:39])[CH:32]=2)=[CH:16][CH:15]=1. The yield is 1.00. (3) The reactants are [OH-].[Na+].[CH3:3][NH:4][C:5]1[N:10]=[C:9]([CH2:11][CH2:12][O:13][C:14]2[CH:15]=[CH:16][C:17]3[C:21]([CH2:22][CH2:23][C:24]([O:26]CC)=[O:25])=[CH:20][O:19][C:18]=3[CH:29]=2)[CH:8]=[CH:7][CH:6]=1. The catalyst is C1COCC1. The product is [CH3:3][NH:4][C:5]1[N:10]=[C:9]([CH2:11][CH2:12][O:13][C:14]2[CH:15]=[CH:16][C:17]3[C:21]([CH2:22][CH2:23][C:24]([OH:26])=[O:25])=[CH:20][O:19][C:18]=3[CH:29]=2)[CH:8]=[CH:7][CH:6]=1. The yield is 0.740. (4) The reactants are [F:1][C:2]1[CH:7]=[CH:6][C:5]([C:8]2[C:16]3[C:11](=[CH:12][CH:13]=[CH:14][CH:15]=3)[N:10]([CH:17]([CH3:19])[CH3:18])[CH:9]=2)=[CH:4][CH:3]=1.[CH3:20][O:21][CH:22]([O:28]C)[CH2:23][C:24](OC)=O.C(O)(=O)C.P(Cl)(Cl)(Cl)=O. The catalyst is O. The product is [F:1][C:2]1[CH:7]=[CH:6][C:5]([C:8]2[C:16]3[C:11](=[CH:12][CH:13]=[CH:14][CH:15]=3)[N:10]([CH:17]([CH3:19])[CH3:18])[C:9]=2/[CH:24]=[CH:23]/[C:22]([O:21][CH3:20])=[O:28])=[CH:4][CH:3]=1. The yield is 0.930. (5) The reactants are [F:1][CH2:2][C:3]1[NH:12][C:11](=O)[C:10]2[C:5](=[CH:6][CH:7]=[CH:8][CH:9]=2)[N:4]=1.COC(=O)[C:17]1[CH:22]=[CH:21][CH:20]=[CH:19][C:18]=1[NH2:23].F[CH2:26]C#N.Cl.[O:30]1CCOC[CH2:31]1. No catalyst specified. The product is [F:1][CH2:2][C:3]1[N:12]=[C:11]([N:23]([C:18]2[CH:17]=[CH:22][C:21]([O:30][CH3:31])=[CH:20][CH:19]=2)[CH3:26])[C:10]2[C:5](=[CH:6][CH:7]=[CH:8][CH:9]=2)[N:4]=1. The yield is 0.390. (6) The reactants are C[O:2][C:3]1[CH:28]=[CH:27][C:6]([CH2:7][C@@H:8]([CH2:12][CH2:13][C@H:14]([CH2:18][C:19]2[CH:24]=[CH:23][C:22]([O:25]C)=[CH:21][CH:20]=2)[C:15]([OH:17])=[O:16])[C:9]([OH:11])=[O:10])=[CH:5][CH:4]=1.Br. The catalyst is C(O)(=O)C. The product is [OH:2][C:3]1[CH:28]=[CH:27][C:6]([CH2:7][C@@H:8]([CH2:12][CH2:13][C@H:14]([CH2:18][C:19]2[CH:20]=[CH:21][C:22]([OH:25])=[CH:23][CH:24]=2)[C:15]([OH:17])=[O:16])[C:9]([OH:11])=[O:10])=[CH:5][CH:4]=1. The yield is 0.320. (7) The catalyst is C(Cl)Cl. The product is [Br:15][C:16]1[CH:17]=[CH:18][C:19]([CH:22]([CH2:29][C:30]2[CH:31]=[CH:32][C:33]([O:36][CH2:53][CH2:52][C:50]3[CH:49]=[CH:48][CH:47]=[C:46]([N:44]([C:42]([O:41][C:37]([CH3:38])([CH3:40])[CH3:39])=[O:43])[CH3:45])[N:51]=3)=[CH:34][CH:35]=2)[CH2:23][C:24]([O:26][CH2:27][CH3:28])=[O:25])=[CH:20][CH:21]=1. The reactants are N(C(OC(C)C)=O)=NC(OC(C)C)=O.[Br:15][C:16]1[CH:21]=[CH:20][C:19]([CH:22]([CH2:29][C:30]2[CH:35]=[CH:34][C:33]([OH:36])=[CH:32][CH:31]=2)[CH2:23][C:24]([O:26][CH2:27][CH3:28])=[O:25])=[CH:18][CH:17]=1.[C:37]([O:41][C:42]([N:44]([C:46]1[N:51]=[C:50]([CH:52](O)[CH3:53])[CH:49]=[CH:48][CH:47]=1)[CH3:45])=[O:43])([CH3:40])([CH3:39])[CH3:38].C1(P(C2C=CC=CC=2)C2C=CC=CC=2)C=CC=CC=1. The yield is 0.650.